Dataset: Full USPTO retrosynthesis dataset with 1.9M reactions from patents (1976-2016). Task: Predict the reactants needed to synthesize the given product. (1) Given the product [CH:9]1([NH:8][C:6]2[N:5]=[C:4]([NH:13][CH2:14][C:15]#[CH:16])[N:3]=[C:2]([N:20]([CH3:21])[O:19][CH3:18])[N:7]=2)[CH2:12][CH2:11][CH2:10]1, predict the reactants needed to synthesize it. The reactants are: Cl[C:2]1[N:7]=[C:6]([NH:8][CH:9]2[CH2:12][CH2:11][CH2:10]2)[N:5]=[C:4]([NH:13][CH2:14][C:15]#[CH:16])[N:3]=1.Cl.[CH3:18][O:19][NH:20][CH3:21].CON(C)C1N=C(NCCC)N=C(NCC#C)N=1. (2) Given the product [CH2:24]([O:26][CH:27]([O:30][CH2:31][CH3:32])[CH2:28][NH:29][C:2](=[O:3])[O:4][CH2:5][CH3:6])[CH3:25], predict the reactants needed to synthesize it. The reactants are: Cl[C:2]([O:4][CH2:5][CH3:6])=[O:3].ON1C(=O)CCC1=O.C(N(CC)C(C)C)(C)C.[CH2:24]([O:26][CH:27]([O:30][CH2:31][CH3:32])[CH2:28][NH2:29])[CH3:25]. (3) Given the product [C:1]([O:5][C:6]([NH:8][CH:9]1[CH2:13][CH2:12][N:11]([S:14]([C:17]2[C:18]3[C:19]([Cl:28])=[CH:20][N:21]=[C:22]([NH2:35])[C:23]=3[CH:24]=[CH:25][CH:26]=2)(=[O:16])=[O:15])[CH2:10]1)=[O:7])([CH3:4])([CH3:3])[CH3:2], predict the reactants needed to synthesize it. The reactants are: [C:1]([O:5][C:6]([NH:8][CH:9]1[CH2:13][CH2:12][N:11]([S:14]([C:17]2[C:18]3[C:19]([Cl:28])=[CH:20][N:21]=[C:22](Cl)[C:23]=3[CH:24]=[CH:25][CH:26]=2)(=[O:16])=[O:15])[CH2:10]1)=[O:7])([CH3:4])([CH3:3])[CH3:2].C(=O)([O-])[O-].[K+].[K+].[NH3:35]. (4) Given the product [F:1][C:2]1[CH:10]=[C:9]2[C:5](/[C:6](=[C:12]3\[O:13][C:14]([CH3:25])([CH3:24])[C:15]([C:17]4[CH:18]=[N:19][C:20]([N:30]5[CH2:31][CH2:32][CH:27]([OH:26])[CH2:28][CH2:29]5)=[CH:21][CH:22]=4)=[CH:16]\3)/[C:7](=[O:11])[NH:8]2)=[CH:4][CH:3]=1, predict the reactants needed to synthesize it. The reactants are: [F:1][C:2]1[CH:10]=[C:9]2[C:5](/[C:6](=[C:12]3\[O:13][C:14]([CH3:25])([CH3:24])[C:15]([C:17]4[CH:18]=[N:19][C:20](F)=[CH:21][CH:22]=4)=[CH:16]\3)/[C:7](=[O:11])[NH:8]2)=[CH:4][CH:3]=1.[OH:26][CH:27]1[CH2:32][CH2:31][NH:30][CH2:29][CH2:28]1.O.